This data is from Full USPTO retrosynthesis dataset with 1.9M reactions from patents (1976-2016). The task is: Predict the reactants needed to synthesize the given product. Given the product [CH3:1][O:2][C:3]1[CH:4]=[C:5]([CH:24]=[CH:25][C:26]=1[O:27][CH3:28])[CH2:6][NH:7][C:8]1[N:13]2[N:14]=[C:15]([C:17]3[O:18][CH:19]=[CH:20][CH:21]=3)[N:16]=[C:12]2[CH:11]=[C:10]([CH2:22][O:23][C:31]2[CH:30]=[N:29][CH:34]=[CH:33][CH:32]=2)[N:9]=1, predict the reactants needed to synthesize it. The reactants are: [CH3:1][O:2][C:3]1[CH:4]=[C:5]([CH:24]=[CH:25][C:26]=1[O:27][CH3:28])[CH2:6][NH:7][C:8]1[N:13]2[N:14]=[C:15]([C:17]3[O:18][CH:19]=[CH:20][CH:21]=3)[N:16]=[C:12]2[CH:11]=[C:10]([CH2:22][OH:23])[N:9]=1.[N:29]1[CH:34]=[CH:33][CH:32]=[C:31](O)[CH:30]=1.C(C=P(CCCC)(CCCC)CCCC)#N.C(=O)(O)[O-].[Na+].